From a dataset of Peptide-MHC class II binding affinity with 134,281 pairs from IEDB. Regression. Given a peptide amino acid sequence and an MHC pseudo amino acid sequence, predict their binding affinity value. This is MHC class II binding data. (1) The binding affinity (normalized) is 0.241. The MHC is DRB4_0101 with pseudo-sequence DRB4_0103. The peptide sequence is MIEEGDIHWQIISSE. (2) The peptide sequence is GVWAPFNVLKVIRSE. The MHC is DRB1_1101 with pseudo-sequence DRB1_1101. The binding affinity (normalized) is 0.749. (3) The peptide sequence is LLTKFVAAALHNIKC. The binding affinity (normalized) is 0.602. The MHC is H-2-IAb with pseudo-sequence H-2-IAb. (4) The peptide sequence is SARYDVALSEQGEFK. The MHC is DRB1_0901 with pseudo-sequence DRB1_0901. The binding affinity (normalized) is 0.581. (5) The peptide sequence is WLLCKLSCAVHLIIY. The MHC is H-2-IAb with pseudo-sequence H-2-IAb. The binding affinity (normalized) is 0.